From a dataset of Catalyst prediction with 721,799 reactions and 888 catalyst types from USPTO. Predict which catalyst facilitates the given reaction. (1) Reactant: [CH3:1][N:2]1[C:6]([CH3:7])=[CH:5][C:4]([NH:8][C:9]2[C:10](=[O:25])[N:11]([CH3:24])[CH:12]=[C:13](B3OC(C)(C)C(C)(C)O3)[CH:14]=2)=[N:3]1.Cl[C:27]1[C:32]([CH:33]=[O:34])=[C:31]([N:35]2[CH2:47][CH2:46][C:45]3[N:44]4[C:39]([CH2:40][CH2:41][CH2:42][CH2:43]4)=[CH:38][C:37]=3[C:36]2=[O:48])[N:30]=[CH:29][CH:28]=1.C([O-])(=O)C.[Na+].[O-]P([O-])([O-])=O.[K+].[K+].[K+]. Product: [CH3:1][N:2]1[C:6]([CH3:7])=[CH:5][C:4]([NH:8][C:9]2[C:10](=[O:25])[N:11]([CH3:24])[CH:12]=[C:13]([C:27]3[C:32]([CH:33]=[O:34])=[C:31]([N:35]4[CH2:47][CH2:46][C:45]5[N:44]6[C:39]([CH2:40][CH2:41][CH2:42][CH2:43]6)=[CH:38][C:37]=5[C:36]4=[O:48])[N:30]=[CH:29][CH:28]=3)[CH:14]=2)=[N:3]1. The catalyst class is: 379. (2) Reactant: C([C:3]1[CH:8]=[C:7]([CH2:9][CH2:10][S:11](=[O:15])(=[O:14])[NH:12][CH3:13])[CH:6]=[CH:5][C:4]=1[NH:16][C:17](=O)[CH3:18])#C.CC(C)([O-])C.[K+].O.CCCCCCC. Product: [CH3:13][NH:12][S:11]([CH2:10][CH2:9][C:7]1[CH:6]=[C:5]2[C:4](=[CH:3][CH:8]=1)[NH:16][CH:17]=[CH:18]2)(=[O:14])=[O:15]. The catalyst class is: 60. (3) Reactant: Br[C:2]1[CH:7]=[CH:6][C:5]([Cl:8])=[CH:4][CH:3]=1.[C:9](=[O:16])([O:11][C:12]([CH3:15])([CH3:14])[CH3:13])[NH2:10].C([O-])([O-])=O.[K+].[K+].CNCCNC. Product: [C:12]([O:11][C:9]([NH:10][C:2]1[CH:7]=[CH:6][C:5]([Cl:8])=[CH:4][CH:3]=1)=[O:16])([CH3:15])([CH3:14])[CH3:13]. The catalyst class is: 509. (4) Reactant: C(OC(=O)[NH:7][C:8]1[CH:13]=[C:12]([Cl:14])[C:11]([C:15]([F:18])([F:17])[F:16])=[CH:10][C:9]=1[NH:19][C:20](=[O:35])[CH2:21][C:22](=O)[C:23]1[CH:28]=[CH:27][CH:26]=[C:25]([N:29]2[CH:33]=[CH:32][N:31]=[N:30]2)[CH:24]=1)(C)(C)C.C(O)(C(F)(F)F)=O. Product: [Cl:14][C:12]1[C:11]([C:15]([F:18])([F:17])[F:16])=[CH:10][C:9]2[NH:19][C:20](=[O:35])[CH2:21][C:22]([C:23]3[CH:28]=[CH:27][CH:26]=[C:25]([N:29]4[CH:33]=[CH:32][N:31]=[N:30]4)[CH:24]=3)=[N:7][C:8]=2[CH:13]=1. The catalyst class is: 2.